Task: Regression. Given two drug SMILES strings and cell line genomic features, predict the synergy score measuring deviation from expected non-interaction effect.. Dataset: NCI-60 drug combinations with 297,098 pairs across 59 cell lines Drug 1: CN1C(=O)N2C=NC(=C2N=N1)C(=O)N. Drug 2: C1=NC2=C(N=C(N=C2N1C3C(C(C(O3)CO)O)F)Cl)N. Cell line: MOLT-4. Synergy scores: CSS=91.4, Synergy_ZIP=10.5, Synergy_Bliss=10.7, Synergy_Loewe=7.12, Synergy_HSA=11.4.